Dataset: Peptide-MHC class I binding affinity with 185,985 pairs from IEDB/IMGT. Task: Regression. Given a peptide amino acid sequence and an MHC pseudo amino acid sequence, predict their binding affinity value. This is MHC class I binding data. (1) The peptide sequence is SMLCWLGMT. The MHC is HLA-B57:01 with pseudo-sequence HLA-B57:01. The binding affinity (normalized) is 0.0847. (2) The peptide sequence is DPRLEPHKW. The MHC is Mamu-B17 with pseudo-sequence Mamu-B17. The binding affinity (normalized) is 0.0226. (3) The peptide sequence is AGILARWSSF. The MHC is HLA-B44:02 with pseudo-sequence HLA-B44:02. The binding affinity (normalized) is 0.211. (4) The peptide sequence is SLLDAHIPQL. The MHC is HLA-A01:01 with pseudo-sequence HLA-A01:01. The binding affinity (normalized) is 0.141. (5) The peptide sequence is HQFTSNPEV. The MHC is HLA-B14:02 with pseudo-sequence HLA-B14:02. The binding affinity (normalized) is 0.213.